This data is from Forward reaction prediction with 1.9M reactions from USPTO patents (1976-2016). The task is: Predict the product of the given reaction. (1) The product is: [Cl:26][C:9]1[C:10]([N:14]=[CH:31][N:32]([CH3:35])[CH3:33])=[C:11]([Cl:27])[N:12]=[C:7]([N:6]=[CH:28][N:22]([CH3:21])[CH3:17])[N:8]=1. Given the reactants S(O)(O)(=O)=O.[NH2:6][C:7]1[N:12]=[C:11](O)[C:10]([NH2:14])=[C:9](O)[N:8]=1.N[C:17]1[N:22]=[C:21](O)C(N)=C(O)N=1.[ClH:26].[Cl-:27].[CH3:28][NH2+]C.[CH3:31][N+:32]([CH3:35])=[CH:33]Cl.[Cl-].[OH-].[Na+].C(=O)([O-])[O-].[Na+].[Na+], predict the reaction product. (2) Given the reactants C(O)(=O)C.[CH3:5][CH:6]1[CH2:11][C:10](=[O:12])[CH2:9][CH2:8][NH:7]1.[C:13](=O)([O:19]C(C)(C)C)[O:14][C:15]([CH3:18])([CH3:17])[CH3:16], predict the reaction product. The product is: [CH3:5][CH:6]1[CH2:11][C:10](=[O:12])[CH2:9][CH2:8][N:7]1[C:13]([O:14][C:15]([CH3:18])([CH3:17])[CH3:16])=[O:19]. (3) Given the reactants [Br:1][C:2]1[C:7]([C:8]([OH:10])=[O:9])=[C:6]([F:11])[C:5]([O:12][CH3:13])=[CH:4][CH:3]=1.[CH3:14][Si](C=[N+]=[N-])(C)C, predict the reaction product. The product is: [Br:1][C:2]1[C:7]([C:8]([O:10][CH3:14])=[O:9])=[C:6]([F:11])[C:5]([O:12][CH3:13])=[CH:4][CH:3]=1. (4) The product is: [O:29]1[C:30]2[CH:36]=[CH:35][CH:34]=[CH:33][C:31]=2[N:32]=[C:28]1[C:26]([C@@H:25]([NH:24][C:10](=[O:12])[CH:9]([CH2:13][CH:14]1[CH2:16][CH:15]1[C:17]1[CH:22]=[CH:21][CH:20]=[CH:19][CH:18]=1)[CH2:8][C:7]([N:1]1[CH2:2][CH2:3][O:4][CH2:5][CH2:6]1)=[O:23])[CH2:37][CH2:38][CH3:39])=[O:27]. Given the reactants [N:1]1([C:7](=[O:23])[CH2:8][CH:9]([CH2:13][CH:14]2[CH2:16][CH:15]2[C:17]2[CH:22]=[CH:21][CH:20]=[CH:19][CH:18]=2)[C:10]([OH:12])=O)[CH2:6][CH2:5][O:4][CH2:3][CH2:2]1.[NH2:24][CH:25]([CH2:37][CH2:38][CH3:39])[C@@H:26]([C:28]1[O:29][C:30]2[CH:36]=[CH:35][CH:34]=[CH:33][C:31]=2[N:32]=1)[OH:27], predict the reaction product.